Dataset: Catalyst prediction with 721,799 reactions and 888 catalyst types from USPTO. Task: Predict which catalyst facilitates the given reaction. (1) Reactant: CN1C=C(CN(C)C(C2N(C3C=CC(F)=CC=3)C(S)=NC=2)=O)C(C)=N1.[F:26][C:27]1[CH:32]=[CH:31][C:30]([N:33]2[C:37]([C:38]([O:40]CC)=[O:39])=[CH:36][N:35]=[C:34]2[S:43][C:44]([C:47]2[C:52]([F:53])=[CH:51][CH:50]=[C:49]([F:54])[C:48]=2[F:55])([CH3:46])[CH3:45])=[CH:29][CH:28]=1.[OH-].[Li+].C1COCC1. Product: [F:26][C:27]1[CH:32]=[CH:31][C:30]([N:33]2[C:37]([C:38]([OH:40])=[O:39])=[CH:36][N:35]=[C:34]2[S:43][C:44]([C:47]2[C:52]([F:53])=[CH:51][CH:50]=[C:49]([F:54])[C:48]=2[F:55])([CH3:46])[CH3:45])=[CH:29][CH:28]=1. The catalyst class is: 72. (2) Reactant: [Cl:1][C:2]1[CH:3]=[CH:4][C:5]([O:25][CH3:26])=[C:6]([C:8]2[NH:12][N:11]=[CH:10][C:9]=2[NH:13][C:14]([C:16]2[CH:17]=[N:18][N:19]3[CH:24]=[CH:23][CH:22]=[N:21][C:20]=23)=[O:15])[CH:7]=1.[CH3:27][C:28]1([O:31][CH2:30]1)[CH3:29].C(=O)([O-])[O-].[Cs+].[Cs+]. Product: [Cl:1][C:2]1[CH:3]=[CH:4][C:5]([O:25][CH3:26])=[C:6]([C:8]2[C:9]([NH:13][C:14]([C:16]3[CH:17]=[N:18][N:19]4[CH:24]=[CH:23][CH:22]=[N:21][C:20]=34)=[O:15])=[CH:10][N:11]([CH2:27][C:28]([OH:31])([CH3:30])[CH3:29])[N:12]=2)[CH:7]=1. The catalyst class is: 3. (3) Reactant: Cl[C:2]1[N:7]=[CH:6][C:5]([C:8](=[O:18])[CH2:9][C:10]2[CH:15]=[CH:14][C:13]([O:16][CH3:17])=[CH:12][CH:11]=2)=[CH:4][CH:3]=1.[CH3:19][O-:20].[Na+].Cl.O. Product: [CH3:17][O:16][C:13]1[CH:14]=[CH:15][C:10]([CH2:9][C:8]([C:5]2[CH:6]=[N:7][C:2]([O:20][CH3:19])=[CH:3][CH:4]=2)=[O:18])=[CH:11][CH:12]=1. The catalyst class is: 5.